Dataset: Full USPTO retrosynthesis dataset with 1.9M reactions from patents (1976-2016). Task: Predict the reactants needed to synthesize the given product. (1) Given the product [S:34](=[O:35])([OH:37])[OH:36].[Cl:1][C:2]1[CH:3]=[CH:4][C:5]([C@H:8]2[CH2:9][CH2:10][C@H:11]([CH:14]=[O:15])[CH2:12][CH2:13]2)=[CH:6][CH:7]=1, predict the reactants needed to synthesize it. The reactants are: [Cl:1][C:2]1[CH:7]=[CH:6][C:5]([C@H:8]2[CH2:13][CH2:12][C@H:11]([CH:14]=[O:15])[CH2:10][CH2:9]2)=[CH:4][CH:3]=1.ClC1C=CC([C@H]2CC[C@H](C(O)=O)CC2)=CC=1.CO.[S:34](S([O-])=O)([O-:37])(=[O:36])=[O:35].[Na+].[Na+]. (2) Given the product [F:1][C:2]1[C:3]([C:12]#[C:11][CH2:10][CH2:9][C:13]2[O:14][C:15]3[CH:21]=[CH:20][CH:19]=[CH:18][C:16]=3[N:17]=2)=[N:4][CH:5]=[CH:6][CH:7]=1, predict the reactants needed to synthesize it. The reactants are: [F:1][C:2]1[C:3](I)=[N:4][CH:5]=[CH:6][CH:7]=1.[CH2:9]([C:13]1[O:14][C:15]2[CH:21]=[CH:20][CH:19]=[CH:18][C:16]=2[N:17]=1)[CH2:10][C:11]#[CH:12]. (3) The reactants are: [CH:1]1[CH:2]=[C:3]([CH2:6][NH:7][C:8]2[C:13]([C:14]([OH:16])=[O:15])=[CH:12][C:11]([S:17]([NH2:20])(=[O:19])=[O:18])=[C:10]([Cl:21])[CH:9]=2)[O:4][CH:5]=1.[OH-].[CH2:23]([N+:39]([CH3:42])([CH3:41])[CH3:40])[CH2:24][CH2:25][CH2:26][CH2:27][CH2:28][CH2:29][CH2:30][CH2:31][CH2:32][CH2:33][CH2:34][CH2:35][CH2:36][CH2:37][CH3:38]. Given the product [NH2:20][S:17]([C:11]1[C:10]([Cl:21])=[CH:9][C:8]([NH:7][CH2:6][C:3]2[O:4][CH:5]=[CH:1][CH:2]=2)=[C:13]([CH:12]=1)[C:14]([O-:16])=[O:15])(=[O:18])=[O:19].[CH2:23]([N+:39]([CH3:42])([CH3:40])[CH3:41])[CH2:24][CH2:25][CH2:26][CH2:27][CH2:28][CH2:29][CH2:30][CH2:31][CH2:32][CH2:33][CH2:34][CH2:35][CH2:36][CH2:37][CH3:38], predict the reactants needed to synthesize it.